Dataset: Forward reaction prediction with 1.9M reactions from USPTO patents (1976-2016). Task: Predict the product of the given reaction. (1) Given the reactants Br[C:2]1[CH:7]=[CH:6][C:5]([C:8]2[O:12][N:11]=[C:10]([CH3:13])[CH:9]=2)=[CH:4][CH:3]=1.[CH2:14]([O:16][C:17]([C:19]1([C:22]2[CH:27]=[CH:26][C:25](B3OC(C)(C)C(C)(C)O3)=[CH:24][CH:23]=2)[CH2:21][CH2:20]1)=[O:18])[CH3:15], predict the reaction product. The product is: [CH2:14]([O:16][C:17]([C:19]1([C:22]2[CH:27]=[CH:26][C:25]([C:2]3[CH:7]=[CH:6][C:5]([C:8]4[O:12][N:11]=[C:10]([CH3:13])[CH:9]=4)=[CH:4][CH:3]=3)=[CH:24][CH:23]=2)[CH2:20][CH2:21]1)=[O:18])[CH3:15]. (2) Given the reactants Cl[C:2]1[N:11]=[C:10]([NH:12][CH2:13][C:14]2[CH:19]=[CH:18][C:17]([NH:20][C:21](=[O:29])[C:22]3[CH:27]=[CH:26][C:25]([F:28])=[CH:24][CH:23]=3)=[CH:16][CH:15]=2)[C:9]2[C:4](=[CH:5][C:6]([CH3:30])=[CH:7][CH:8]=2)[N:3]=1.[NH:31]1[CH2:36][CH2:35][CH2:34][CH2:33][CH2:32]1, predict the reaction product. The product is: [F:28][C:25]1[CH:26]=[CH:27][C:22]([C:21]([NH:20][C:17]2[CH:18]=[CH:19][C:14]([CH2:13][NH:12][C:10]3[C:9]4[C:4](=[CH:5][C:6]([CH3:30])=[CH:7][CH:8]=4)[N:3]=[C:2]([N:31]4[CH2:36][CH2:35][CH2:34][CH2:33][CH2:32]4)[N:11]=3)=[CH:15][CH:16]=2)=[O:29])=[CH:23][CH:24]=1. (3) Given the reactants [CH2:1]([S:8][CH:9]([CH:12]([O:15][CH3:16])[O:13][CH3:14])[CH2:10][NH2:11])[C:2]1[CH:7]=[CH:6][CH:5]=[CH:4][CH:3]=1.[OH-].[Na+].[C:19](=O)([OH:25])[O:20][C:21]([CH3:24])([CH3:23])[CH3:22], predict the reaction product. The product is: [CH2:1]([S:8][CH:9]([CH:12]([O:13][CH3:14])[O:15][CH3:16])[CH2:10][NH:11][C:19](=[O:25])[O:20][C:21]([CH3:24])([CH3:23])[CH3:22])[C:2]1[CH:7]=[CH:6][CH:5]=[CH:4][CH:3]=1.